Dataset: Catalyst prediction with 721,799 reactions and 888 catalyst types from USPTO. Task: Predict which catalyst facilitates the given reaction. (1) Reactant: [Cl:1][C:2]1[CH:7]=[CH:6][C:5]([N:8]2[C@@H:12]([C:13]3[CH:18]=[CH:17][CH:16]=[C:15]([O:19][CH3:20])[CH:14]=3)[C@H:11]([CH2:21][N:22]3[N:26]=[N:25][C:24]([CH2:27][C:28](OCC)=[O:29])=[N:23]3)[O:10][C:9]2=[O:33])=[CH:4][CH:3]=1.[BH4-].[Na+]. Product: [Cl:1][C:2]1[CH:3]=[CH:4][C:5]([N:8]2[C@@H:12]([C:13]3[CH:18]=[CH:17][CH:16]=[C:15]([O:19][CH3:20])[CH:14]=3)[C@H:11]([CH2:21][N:22]3[N:26]=[N:25][C:24]([CH2:27][CH2:28][OH:29])=[N:23]3)[O:10][C:9]2=[O:33])=[CH:6][CH:7]=1. The catalyst class is: 5. (2) Reactant: [C:1]([NH:8][O:9][CH2:10][C:11]([OH:13])=[O:12])([O:3][C:4]([CH3:7])([CH3:6])[CH3:5])=[O:2].C([O-])([O-])=O.[K+].[K+].Br[CH:21]([CH2:24][CH3:25])[CH2:22][CH3:23]. The catalyst class is: 3. Product: [C:4]([O:3][C:1]([NH:8][O:9][CH2:10][C:11]([O:13][CH:21]([CH2:24][CH3:25])[CH2:22][CH3:23])=[O:12])=[O:2])([CH3:7])([CH3:6])[CH3:5].